From a dataset of Forward reaction prediction with 1.9M reactions from USPTO patents (1976-2016). Predict the product of the given reaction. (1) Given the reactants [NH2:1][C:2]1[NH:3][C:4](=[O:12])[C:5]2[S:10][C:9](=[O:11])[NH:8][C:6]=2[N:7]=1.[C:13]([O:21][CH:22]([CH:36]1[CH2:40][CH2:39][CH2:38][CH2:37]1)[C@@H:23]1[CH2:27][C@@H:26]([O:28][C:29](=[O:31])[CH3:30])[CH:25](OC(=O)C)[O:24]1)(=[O:20])[C:14]1[CH:19]=[CH:18][CH:17]=[CH:16][CH:15]=1.[Si](OS(C(F)(F)F)(=O)=O)(C)(C)C, predict the reaction product. The product is: [C:13]([O:21][CH:22]([C@@H:23]1[CH2:27][C@@H:26]([O:28][C:29](=[O:31])[CH3:30])[C@H:25]([N:8]2[C:6]3[N:7]=[C:2]([NH2:1])[NH:3][C:4](=[O:12])[C:5]=3[S:10][C:9]2=[O:11])[O:24]1)[CH:36]1[CH2:37][CH2:38][CH2:39][CH2:40]1)(=[O:20])[C:14]1[CH:19]=[CH:18][CH:17]=[CH:16][CH:15]=1. (2) Given the reactants C([O:7][CH2:8][CH2:9][CH2:10][CH2:11][C:12]1[CH:17]=[CH:16][C:15]([C:18]2[N:19]=[C:20]([NH:23][C:24](=[O:26])[CH3:25])[S:21][CH:22]=2)=[CH:14][CH:13]=1)(=O)C(C)(C)C.C[O-].[Na+], predict the reaction product. The product is: [OH:7][CH2:8][CH2:9][CH2:10][CH2:11][C:12]1[CH:17]=[CH:16][C:15]([C:18]2[N:19]=[C:20]([NH:23][C:24](=[O:26])[CH3:25])[S:21][CH:22]=2)=[CH:14][CH:13]=1.